Predict the product of the given reaction. From a dataset of Forward reaction prediction with 1.9M reactions from USPTO patents (1976-2016). (1) Given the reactants [C:1]1([C:7]2[N:11]=[C:10]([N:12]3[CH2:17][CH2:16][N:15]([C:18]([NH:20][C:21]4[CH:22]=[N:23][CH:24]=[CH:25][CH:26]=4)=[O:19])[CH2:14][CH2:13]3)[S:9][N:8]=2)[CH:6]=[CH:5][CH:4]=[CH:3][CH:2]=1.[H-].[Na+].[CH3:29]I.[Cl-].[NH4+], predict the reaction product. The product is: [CH3:29][N:20]([C:21]1[CH:22]=[N:23][CH:24]=[CH:25][CH:26]=1)[C:18]([N:15]1[CH2:16][CH2:17][N:12]([C:10]2[S:9][N:8]=[C:7]([C:1]3[CH:2]=[CH:3][CH:4]=[CH:5][CH:6]=3)[N:11]=2)[CH2:13][CH2:14]1)=[O:19]. (2) Given the reactants [CH3:1][C:2]1([CH3:11])[CH2:7][NH:6][CH2:5][C:4]2[CH:8]=[N:9][NH:10][C:3]1=2.[CH3:12][O:13][C:14](=[O:32])[C:15]([N:17]([C:25]([O:27][C:28]([CH3:31])([CH3:30])[CH3:29])=[O:26])[C:18]([O:20][C:21]([CH3:24])([CH3:23])[CH3:22])=[O:19])=[CH2:16], predict the reaction product. The product is: [CH3:12][O:13][C:14](=[O:32])[CH:15]([N:17]([C:25]([O:27][C:28]([CH3:31])([CH3:30])[CH3:29])=[O:26])[C:18]([O:20][C:21]([CH3:24])([CH3:22])[CH3:23])=[O:19])[CH2:16][N:6]1[CH2:7][C:2]([CH3:11])([CH3:1])[C:3]2[NH:10][N:9]=[CH:8][C:4]=2[CH2:5]1.